From a dataset of Reaction yield outcomes from USPTO patents with 853,638 reactions. Predict the reaction yield, written as a fraction of the theoretical maximum amount of product (1.0 means a 100% yield; for example, 0.34 means a 34% yield). (1) The reactants are [OH:1][C:2]1[CH:10]=[CH:9][C:5]([C:6]([OH:8])=[O:7])=[CH:4][CH:3]=1.F[C:12]1[CH:19]=[CH:18][C:15]([C:16]#[N:17])=[CH:14][CH:13]=1.C([O-])([O-])=O.[K+].[K+].Cl. The catalyst is CC(N(C)C)=O. The product is [C:16]([C:15]1[CH:18]=[CH:19][C:12]([O:1][C:2]2[CH:10]=[CH:9][C:5]([C:6]([OH:8])=[O:7])=[CH:4][CH:3]=2)=[CH:13][CH:14]=1)#[N:17]. The yield is 0.390. (2) The reactants are [F:1][C:2]1([F:32])[O:6][C:5]2[CH:7]=[CH:8][C:9]([C:11]3([C:14]([NH:16][C:17]4[N:22]=[C:21]([C:23]5[CH:24]=[N:25][C:26]([O:29]C)=[CH:27][CH:28]=5)[C:20]([CH3:31])=[CH:19][CH:18]=4)=[O:15])[CH2:13][CH2:12]3)=[CH:10][C:4]=2[O:3]1.C(N(CC)CC)C. The catalyst is O1CCOCC1.Cl. The product is [F:32][C:2]1([F:1])[O:6][C:5]2[CH:7]=[CH:8][C:9]([C:11]3([C:14]([NH:16][C:17]4[CH:18]=[CH:19][C:20]([CH3:31])=[C:21]([C:23]5[CH:28]=[CH:27][C:26](=[O:29])[NH:25][CH:24]=5)[N:22]=4)=[O:15])[CH2:13][CH2:12]3)=[CH:10][C:4]=2[O:3]1. The yield is 0.400. (3) The reactants are [Cl:1][C:2]1[CH:7]=[CH:6][N:5]2[N:8]=[C:9]([C:13]3[CH:18]=[CH:17][C:16]([F:19])=[CH:15][CH:14]=3)[C:10]([CH:11]=[O:12])=[C:4]2[CH:3]=1.C([Mg]Br)#C.O.O1C[CH2:28][CH2:27][CH2:26]1. No catalyst specified. The product is [Cl:1][C:2]1[CH:7]=[CH:6][N:5]2[N:8]=[C:9]([C:13]3[CH:18]=[CH:17][C:16]([F:19])=[CH:15][CH:14]=3)[C:10]([C:11](=[O:12])[C:26]#[C:27][CH3:28])=[C:4]2[CH:3]=1. The yield is 0.620. (4) The reactants are [BH4-].[Na+].C(O)(=O)C(C(C(O)=O)O)O.[O:13]1[CH2:17][CH2:16][O:15][CH:14]1[C:18]1[S:19][C:20]([C:23](=[O:29])[C:24]([O:26][CH2:27][CH3:28])=[O:25])=[CH:21][N:22]=1. The catalyst is O1CCCC1. The product is [O:15]1[CH2:16][CH2:17][O:13][CH:14]1[C:18]1[S:19][C:20]([CH:23]([OH:29])[C:24]([O:26][CH2:27][CH3:28])=[O:25])=[CH:21][N:22]=1. The yield is 0.800. (5) The reactants are [F:1][C:2]1[CH:3]=[C:4]([C:8]2[C:17]3[C:12](=[CH:13][C:14]([O:18][CH3:19])=[CH:15][CH:16]=3)[C:11](=[O:20])[NH:10][N:9]=2)[CH:5]=[CH:6][CH:7]=1.[Li+].C[Si]([N-][Si](C)(C)C)(C)C.Br[CH2:32][C:33]([N:35]([CH3:46])[C:36]1[CH:45]=[CH:44][C:39]2[N:40]=[C:41]([CH3:43])[O:42][C:38]=2[CH:37]=1)=[O:34]. The catalyst is C1COCC1.O. The product is [F:1][C:2]1[CH:3]=[C:4]([C:8]2[C:17]3[C:12](=[CH:13][C:14]([O:18][CH3:19])=[CH:15][CH:16]=3)[C:11](=[O:20])[N:10]([CH2:32][C:33]([N:35]([CH3:46])[C:36]3[CH:45]=[CH:44][C:39]4[N:40]=[C:41]([CH3:43])[O:42][C:38]=4[CH:37]=3)=[O:34])[N:9]=2)[CH:5]=[CH:6][CH:7]=1. The yield is 0.740. (6) The reactants are [F:1][C:2]1([F:39])[CH2:7][CH2:6][CH:5]([NH:8][C:9]([C:11]2[N:12]=[C:13]([C:31]3[CH:36]=[CH:35][C:34]([Cl:37])=[CH:33][C:32]=3[Cl:38])[N:14]([C:17]3[CH:22]=[CH:21][C:20]([O:23]CC4C=CC=CC=4)=[CH:19][CH:18]=3)[C:15]=2[CH3:16])=[O:10])[CH2:4][CH2:3]1. The catalyst is C(O)C.[Pd]. The product is [F:39][C:2]1([F:1])[CH2:3][CH2:4][CH:5]([NH:8][C:9]([C:11]2[N:12]=[C:13]([C:31]3[CH:36]=[CH:35][C:34]([Cl:37])=[CH:33][C:32]=3[Cl:38])[N:14]([C:17]3[CH:18]=[CH:19][C:20]([OH:23])=[CH:21][CH:22]=3)[C:15]=2[CH3:16])=[O:10])[CH2:6][CH2:7]1. The yield is 1.00.